Task: Predict the reactants needed to synthesize the given product.. Dataset: Full USPTO retrosynthesis dataset with 1.9M reactions from patents (1976-2016) (1) Given the product [CH3:1][O:2][C:3]1[N:8]=[C:7]([O:9][S:10]([C:13]([F:14])([F:15])[F:16])(=[O:11])=[O:12])[CH:6]=[C:5]([NH:35][CH2:34][CH2:33][C:30]2[CH:29]=[CH:28][C:27]([O:26][C:25]([F:24])([F:36])[F:37])=[CH:32][CH:31]=2)[N:4]=1, predict the reactants needed to synthesize it. The reactants are: [CH3:1][O:2][C:3]1[N:8]=[C:7]([O:9][S:10]([C:13]([F:16])([F:15])[F:14])(=[O:12])=[O:11])[CH:6]=[C:5](S(C(F)(F)F)(=O)=O)[N:4]=1.[F:24][C:25]([F:37])([F:36])[O:26][C:27]1[CH:32]=[CH:31][C:30]([CH2:33][CH2:34][NH2:35])=[CH:29][CH:28]=1.CCN(C(C)C)C(C)C. (2) The reactants are: [Cl:1][C:2]1[N:7]=[C:6]([C:8]([O:10][CH3:11])=[O:9])[C:5]([N+:12]([O-])=O)=[C:4]([Cl:15])[N:3]=1. Given the product [NH2:12][C:5]1[C:6]([C:8]([O:10][CH3:11])=[O:9])=[N:7][C:2]([Cl:1])=[N:3][C:4]=1[Cl:15], predict the reactants needed to synthesize it. (3) Given the product [F:1][C:2]1[CH:3]=[C:4]([C:5]([N:22]2[CH2:23][CH2:24][CH2:25][C:20]([OH:26])([C:16]3[CH:17]=[CH:18][CH:19]=[C:14]([O:13][CH3:12])[CH:15]=3)[CH2:21]2)=[O:6])[CH:8]=[C:9]([F:11])[CH:10]=1, predict the reactants needed to synthesize it. The reactants are: [F:1][C:2]1[CH:3]=[C:4]([CH:8]=[C:9]([F:11])[CH:10]=1)[C:5](Cl)=[O:6].[CH3:12][O:13][C:14]1[CH:15]=[C:16]([C:20]2([OH:26])[CH2:25][CH2:24][CH2:23][NH:22][CH2:21]2)[CH:17]=[CH:18][CH:19]=1. (4) The reactants are: C(C1COC(=O)N1[C:14](=[O:49])[CH:15]([C:20]1[CH:21]=[C:22]([C:39]2[CH:44]=[CH:43][C:42]([C:45]([F:48])([F:47])[F:46])=[CH:41][CH:40]=2)[CH:23]=[C:24]([O:26][CH2:27][C:28]2[CH:33]=[CH:32][C:31]([F:34])=[CH:30][C:29]=2[C:35]([F:38])([F:37])[F:36])[CH:25]=1)[CH2:16][CH:17]([CH3:19])[CH3:18])C1C=CC=CC=1.O[Li].O.OO.[O-:55]S([O-])=O.[Na+].[Na+]. Given the product [F:34][C:31]1[CH:32]=[CH:33][C:28]([CH2:27][O:26][C:24]2[CH:25]=[C:20]([C@@H:15]([CH2:16][CH:17]([CH3:19])[CH3:18])[C:14]([OH:55])=[O:49])[CH:21]=[C:22]([C:39]3[CH:40]=[CH:41][C:42]([C:45]([F:47])([F:46])[F:48])=[CH:43][CH:44]=3)[CH:23]=2)=[C:29]([C:35]([F:37])([F:38])[F:36])[CH:30]=1, predict the reactants needed to synthesize it. (5) Given the product [NH:15]1[CH2:16][CH2:17][CH:12]([CH2:8][C:9]([OH:11])=[O:10])[CH2:13][CH2:14]1, predict the reactants needed to synthesize it. The reactants are: Cl.C1([CH:8]([CH:12]2[CH2:17][CH2:16][N:15](C3C=CC(NC(C4C=CC=CC=4C4C=CC(C(F)(F)F)=CC=4)=O)=CC=3)[CH2:14][CH2:13]2)[C:9]([OH:11])=[O:10])C=CC=CC=1.C1CN([P+](ON2N=NC3C=CC=CC2=3)(N2CCCC2)N2CCCC2)CC1.F[P-](F)(F)(F)(F)F.C(N(CC)CC)C.OCC(OC)=O. (6) Given the product [NH2:30][C:31]1[S:35][C:34]([C:36]2[C:41]([F:42])=[CH:40][CH:39]=[CH:38][C:37]=2[F:43])=[N:33][C:32]=1[C:44]([NH:1][C:2]1[CH:3]=[N:4][N:5]([CH3:22])[C:6]=1[N:7]1[CH2:12][CH2:11][NH:10][CH2:9][C@@H:8]1[CH2:20][CH3:21])=[O:45], predict the reactants needed to synthesize it. The reactants are: [NH2:1][C:2]1[CH:3]=[N:4][N:5]([CH3:22])[C:6]=1[N:7]1[CH2:12][CH2:11][N:10](C(OC(C)(C)C)=O)[CH2:9][C@@H:8]1[CH2:20][CH3:21].C(OC([NH:30][C:31]1[S:35][C:34]([C:36]2[C:41]([F:42])=[CH:40][CH:39]=[CH:38][C:37]=2[F:43])=[N:33][C:32]=1[C:44](O)=[O:45])=O)(C)(C)C.